From a dataset of Reaction yield outcomes from USPTO patents with 853,638 reactions. Predict the reaction yield, written as a fraction of the theoretical maximum amount of product (1.0 means a 100% yield; for example, 0.34 means a 34% yield). (1) The reactants are COC1C=CC(C[N:8](CC2C=CC(OC)=CC=2)[C:9]2[N:13](CC3C=CC(OC)=CC=3)[N:12]=[C:11]([NH:23][C:24]3[CH:25]=[C:26]([CH:29]=[C:30]([Cl:32])[CH:31]=3)[C:27]#[N:28])[N:10]=2)=CC=1.C(O)(C(F)(F)F)=O. No catalyst specified. The product is [NH2:8][C:9]1[NH:13][N:12]=[C:11]([NH:23][C:24]2[CH:25]=[C:26]([CH:29]=[C:30]([Cl:32])[CH:31]=2)[C:27]#[N:28])[N:10]=1. The yield is 0.420. (2) The reactants are [N:1]1[CH:6]=[CH:5][CH:4]=[CH:3][C:2]=1[S:7][C:8]1[CH:9]=[C:10]([O:29][C:30]2[C:31]([CH3:37])=[N:32][N:33]([CH3:36])[C:34]=2[CH3:35])[C:11]([NH:14][C:15]2[S:19][N:18]=[C:17]([C@H:20]3[C:24]([CH3:26])([CH3:25])[O:23]C(C)(C)[O:21]3)[N:16]=2)=[N:12][CH:13]=1.[ClH:38]. The catalyst is C(O)C. The product is [ClH:38].[CH3:26][C:24]([OH:23])([CH3:25])[C@H:20]([C:17]1[N:16]=[C:15]([NH:14][C:11]2[C:10]([O:29][C:30]3[C:31]([CH3:37])=[N:32][N:33]([CH3:36])[C:34]=3[CH3:35])=[CH:9][C:8]([S:7][C:2]3[CH:3]=[CH:4][CH:5]=[CH:6][N:1]=3)=[CH:13][N:12]=2)[S:19][N:18]=1)[OH:21]. The yield is 0.896. (3) The reactants are [CH2:1]([O:3][C:4](=[O:18])[CH2:5][NH:6][CH2:7][C:8]1[CH:13]=[C:12]([Cl:14])[CH:11]=[CH:10][C:9]=1[N+:15]([O-:17])=[O:16])[CH3:2].[C:19](O[C:19]([O:21][C:22]([CH3:25])([CH3:24])[CH3:23])=[O:20])([O:21][C:22]([CH3:25])([CH3:24])[CH3:23])=[O:20]. The catalyst is ClCCl. The product is [CH2:1]([O:3][C:4](=[O:18])[CH2:5][N:6]([C:19]([O:21][C:22]([CH3:25])([CH3:24])[CH3:23])=[O:20])[CH2:7][C:8]1[CH:13]=[C:12]([Cl:14])[CH:11]=[CH:10][C:9]=1[N+:15]([O-:17])=[O:16])[CH3:2]. The yield is 0.510. (4) The reactants are [CH3:1][O:2][C:3](=[O:35])[C@H:4]([CH2:13][C:14]1(CC2C=CC=CC=2)[CH:19]=[CH:18][C:17]([C:20]2[C:21](=[O:27])[NH:22][CH:23]=[C:24]([Cl:26])[CH:25]=2)=[CH:16][CH2:15]1)[NH:5]C(OC(C)(C)C)=O. The catalyst is Cl.O1CCOCC1. The product is [CH3:1][O:2][C:3](=[O:35])[C@H:4]([CH2:13][C:14]1[CH:15]=[CH:16][C:17]([C:20]2[C:21](=[O:27])[N:22]([CH2:13][C:14]3[CH:19]=[CH:18][CH:17]=[CH:16][CH:15]=3)[CH:23]=[C:24]([Cl:26])[CH:25]=2)=[CH:18][CH:19]=1)[NH2:5]. The yield is 0.940. (5) The reactants are C(O[C:6]([N:8]1[CH2:13][CH2:12][C:11](=[C:14]([C:21]2[CH:26]=[CH:25][CH:24]=[CH:23][CH:22]=2)[C:15]2[O:16][C:17]([CH3:20])=[N:18][N:19]=2)[CH2:10][CH2:9]1)=[O:7])(C)(C)C.C(O)(C(F)(F)F)=O.Cl.[CH3:35][O:36][C:37]1[CH:45]=[N:44][C:43]([N:46]2[CH:50]=[C:49]([CH3:51])[N:48]=[N:47]2)=[C:42]2[C:38]=1[C:39]([C:52](=[O:56])C(O)=O)=[CH:40][NH:41]2.C(N(CC)CC)(C)C.C1N(P(Cl)(N2C(=O)OCC2)=O)C(=O)OC1. The catalyst is C(Cl)Cl. The yield is 0.390. The product is [C:21]1([C:14](=[C:11]2[CH2:12][CH2:13][N:8]([C:6](=[O:7])[C:52]([C:39]3[C:38]4[C:42](=[C:43]([N:46]5[CH:50]=[C:49]([CH3:51])[N:48]=[N:47]5)[N:44]=[CH:45][C:37]=4[O:36][CH3:35])[NH:41][CH:40]=3)=[O:56])[CH2:9][CH2:10]2)[C:15]2[O:16][C:17]([CH3:20])=[N:18][N:19]=2)[CH:26]=[CH:25][CH:24]=[CH:23][CH:22]=1. (6) The catalyst is CN(C=O)C.C(OCC)(=O)C. The product is [Cl:1][C:2]1[N:10]([CH2:11][CH:12]=[CH2:13])[C:9]2[C:8](=[O:14])[N:7]([CH3:26])[C:6](=[O:15])[N:5]([CH2:16][O:17][CH2:18][CH2:19][Si:20]([CH3:21])([CH3:23])[CH3:22])[C:4]=2[N:3]=1. The yield is 0.920. The reactants are [Cl:1][C:2]1[N:10]([CH2:11][CH:12]=[CH2:13])[C:9]2[C:8](=[O:14])[NH:7][C:6](=[O:15])[N:5]([CH2:16][O:17][CH2:18][CH2:19][Si:20]([CH3:23])([CH3:22])[CH3:21])[C:4]=2[N:3]=1.CI.[C:26](=O)([O-])[O-].[Cs+].[Cs+].O. (7) The reactants are [CH3:1][C:2]1[CH:3]=[C:4]([C:17]2[N:21]([CH:22]3[CH2:27][CH2:26][CH2:25][CH2:24][O:23]3)[CH:20]=[N:19][N:18]=2)[CH:5]=[CH:6][C:7]=1B1OC(C)(C)C(C)(C)O1.Br[C:29]1[N:30]=[C:31]2[N:38]([CH2:39][CH2:40][CH:41]3[CH2:46][CH2:45][O:44][CH2:43][CH2:42]3)[C:37]([CH3:48])([CH3:47])[C:36](=[O:49])[NH:35][C:32]2=[N:33][CH:34]=1.ClCCl.C(=O)([O-])[O-].[Na+].[Na+].O. The catalyst is O1CCOCC1.C(O)(C)C.C1C=CC(P(C2C=CC=CC=2)[C-]2C=CC=C2)=CC=1.C1C=CC(P(C2C=CC=CC=2)[C-]2C=CC=C2)=CC=1.Cl[Pd]Cl.[Fe+2]. The product is [CH3:47][C:37]1([CH3:48])[C:36](=[O:49])[NH:35][C:32]2=[N:33][CH:34]=[C:29]([C:7]3[CH:6]=[CH:5][C:4]([C:17]4[N:21]([CH:22]5[CH2:27][CH2:26][CH2:25][CH2:24][O:23]5)[CH:20]=[N:19][N:18]=4)=[CH:3][C:2]=3[CH3:1])[N:30]=[C:31]2[N:38]1[CH2:39][CH2:40][CH:41]1[CH2:46][CH2:45][O:44][CH2:43][CH2:42]1. The yield is 0.970.